Task: Predict the reaction yield, written as a fraction of the theoretical maximum amount of product (1.0 means a 100% yield; for example, 0.34 means a 34% yield).. Dataset: Reaction yield outcomes from USPTO patents with 853,638 reactions (1) The reactants are C([NH:9][C:10]1[S:11][CH2:12][C@@H:13]2[CH2:18][O:17][CH2:16][C@:14]2([C:19]2[CH:20]=[C:21]([NH:26][C:27](=[O:35])[C:28]3[CH:33]=[CH:32][C:31]([F:34])=[CH:30][N:29]=3)[CH:22]=[CH:23][C:24]=2[F:25])[N:15]=1)(=O)C1C=CC=CC=1.CO[NH3+].[Cl-].N1C=CC=CC=1. The catalyst is C(O)C. The product is [NH2:9][C:10]1[S:11][CH2:12][C@@H:13]2[CH2:18][O:17][CH2:16][C@:14]2([C:19]2[CH:20]=[C:21]([NH:26][C:27](=[O:35])[C:28]3[CH:33]=[CH:32][C:31]([F:34])=[CH:30][N:29]=3)[CH:22]=[CH:23][C:24]=2[F:25])[N:15]=1. The yield is 1.00. (2) The reactants are Cl[C:2]1[CH:7]=[C:6](Cl)[N:5]=[CH:4][N:3]=1.[CH3:9][O:10][C:11]1[CH:16]=[CH:15][C:14](B(O)O)=[CH:13][CH:12]=1.[C:20](=[O:23])([O-])[O-].[Na+].[Na+]. The catalyst is C1C=CC(P(C2C=CC=CC=2)C2C=CC=CC=2)=CC=1.C1C=CC(P(C2C=CC=CC=2)C2C=CC=CC=2)=CC=1.Cl[Pd]Cl.O.C(#N)C. The product is [CH3:9][O:10][C:11]1[CH:16]=[CH:15][C:14]([C:2]2[CH:7]=[C:6]([C:11]3[CH:16]=[CH:15][C:14]([O:23][CH3:20])=[CH:13][CH:12]=3)[N:5]=[CH:4][N:3]=2)=[CH:13][CH:12]=1. The yield is 0.620.